Predict which catalyst facilitates the given reaction. From a dataset of Catalyst prediction with 721,799 reactions and 888 catalyst types from USPTO. (1) Reactant: Br.OC1C=CC(C(O)=O)=CC=1.S([N:22]1[CH2:27][CH2:26][N:25]([C:28]2[CH:29]=[CH:30][C:31]3[O:35][C:34]([C:36]([NH2:38])=[O:37])=[CH:33][C:32]=3[CH:39]=2)[CH2:24][CH2:23]1)(C1C=CC(C)=CC=1)(=O)=O.O. Product: [N:25]1([C:28]2[CH:29]=[CH:30][C:31]3[O:35][C:34]([C:36]([NH2:38])=[O:37])=[CH:33][C:32]=3[CH:39]=2)[CH2:24][CH2:23][NH:22][CH2:27][CH2:26]1. The catalyst class is: 15. (2) Reactant: [OH-].[Na+].C[O:4][C:5](=[O:38])[CH2:6][CH2:7][C:8]1[CH:13]=[CH:12][C:11]([O:14][CH2:15][CH2:16][C@@H:17]([O:19][C:20]2[C:25]([O:26][C:27]3[CH:32]=[CH:31][CH:30]=[CH:29][CH:28]=3)=[CH:24][C:23]([C:33]([F:36])([F:35])[F:34])=[CH:22][N:21]=2)[CH3:18])=[CH:10][C:9]=1[CH3:37].Cl. The catalyst class is: 5. Product: [CH3:37][C:9]1[CH:10]=[C:11]([O:14][CH2:15][CH2:16][C@@H:17]([O:19][C:20]2[C:25]([O:26][C:27]3[CH:32]=[CH:31][CH:30]=[CH:29][CH:28]=3)=[CH:24][C:23]([C:33]([F:36])([F:34])[F:35])=[CH:22][N:21]=2)[CH3:18])[CH:12]=[CH:13][C:8]=1[CH2:7][CH2:6][C:5]([OH:38])=[O:4]. (3) Reactant: [F:1][C:2]1[CH:7]=[C:6]([C:8]2[CH:13]=[CH:12][CH:11]=[C:10]([CH3:14])[N:9]=2)[CH:5]=[CH:4][C:3]=1[CH2:15][N:16]1[CH2:21][CH2:20][N:19](C(OC(C)(C)C)=O)[CH2:18][CH2:17]1.FC(F)(F)C(O)=O. Product: [F:1][C:2]1[CH:7]=[C:6]([C:8]2[CH:13]=[CH:12][CH:11]=[C:10]([CH3:14])[N:9]=2)[CH:5]=[CH:4][C:3]=1[CH2:15][N:16]1[CH2:17][CH2:18][NH:19][CH2:20][CH2:21]1. The catalyst class is: 4.